From a dataset of Full USPTO retrosynthesis dataset with 1.9M reactions from patents (1976-2016). Predict the reactants needed to synthesize the given product. (1) Given the product [C:1]1([S:7]([N:10]2[C:14]3=[N:15][CH:16]=[C:17]([S:19]([CH2:21][CH3:22])=[O:20])[CH:18]=[C:13]3[CH:12]=[C:11]2[C:23]([O:30][S:47]([C:44]2[CH:45]=[CH:46][C:41]([CH3:61])=[CH:42][CH:43]=2)(=[O:49])=[O:48])=[CH:24][CH:25]2[CH2:29][CH2:28][CH2:27][CH2:26]2)(=[O:8])=[O:9])[CH:2]=[CH:3][CH:4]=[CH:5][CH:6]=1, predict the reactants needed to synthesize it. The reactants are: [C:1]1([S:7]([N:10]2[C:14]3=[N:15][CH:16]=[C:17]([S:19]([CH2:21][CH3:22])=[O:20])[CH:18]=[C:13]3[CH:12]=[C:11]2[C:23](=[O:30])[CH2:24][CH:25]2[CH2:29][CH2:28][CH2:27][CH2:26]2)(=[O:9])=[O:8])[CH:6]=[CH:5][CH:4]=[CH:3][CH:2]=1.C[Si]([N-][Si](C)(C)C)(C)C.[Li+].[C:41]1([CH3:61])[CH:46]=[CH:45][C:44]([S:47](O[S:47]([C:44]2[CH:45]=[CH:46][C:41]([CH3:61])=[CH:42][CH:43]=2)(=[O:49])=[O:48])(=[O:49])=[O:48])=[CH:43][CH:42]=1. (2) Given the product [F:28][C:21]1[C:22]2[C:27](=[CH:26][CH:25]=[CH:24][CH:23]=2)[C:18]([C:16]([NH:15][C:6]2([C:4]([OH:5])=[O:3])[CH2:7][C:8]3[C:13](=[CH:12][CH:11]=[CH:10][CH:9]=3)[CH2:14]2)=[O:17])=[CH:19][CH:20]=1, predict the reactants needed to synthesize it. The reactants are: C([O:3][C:4]([C:6]1([NH:15][C:16]([C:18]2[C:27]3[C:22](=[CH:23][CH:24]=[CH:25][CH:26]=3)[C:21]([F:28])=[CH:20][CH:19]=2)=[O:17])[CH2:14][C:13]2[C:8](=[CH:9][CH:10]=[CH:11][CH:12]=2)[CH2:7]1)=[O:5])C.[OH-].[K+].O. (3) Given the product [CH2:9]([O:8][C:3]1[CH:4]=[CH:5][CH:6]=[CH:7][C:2]=1[CH2:13][CH2:12][OH:11])[CH3:10], predict the reactants needed to synthesize it. The reactants are: Br[C:2]1[CH:7]=[CH:6][CH:5]=[CH:4][C:3]=1[O:8][CH2:9][CH3:10].[O:11]1[CH2:13][CH2:12]1. (4) Given the product [F:1][C:2]([C:18]1[CH:26]=[CH:25][C:21]([C:22]([NH:50][C:43]2[CH:42]=[C:41]([N:30]3[CH:31]=[C:32]([NH:33][C:34](=[O:40])[O:35][C:36]([CH3:39])([CH3:38])[CH3:37])[CH:28]=[N:29]3)[CH:46]=[CH:45][CH:44]=2)=[O:23])=[CH:20][CH:19]=1)([F:17])[C:3]([NH:5][NH:6][C:7](=[O:16])[C:8]1[CH:13]=[CH:12][CH:11]=[CH:10][C:9]=1[O:14][CH3:15])=[O:4], predict the reactants needed to synthesize it. The reactants are: [F:1][C:2]([C:18]1[CH:26]=[CH:25][C:21]([C:22](O)=[O:23])=[CH:20][CH:19]=1)([F:17])[C:3]([NH:5][NH:6][C:7](=[O:16])[C:8]1[CH:13]=[CH:12][CH:11]=[CH:10][C:9]=1[O:14][CH3:15])=[O:4].N[C:28]1[C:32]([NH:33][C:34](=[O:40])[O:35][C:36]([CH3:39])([CH3:38])[CH3:37])=[CH:31][N:30]([C:41]2[CH:46]=[CH:45][CH:44]=[CH:43][CH:42]=2)[N:29]=1.C([N:50](CC)C(C)C)(C)C.F[P-](F)(F)(F)(F)F.N1(O[P+](C(C)C)(C(C)C)C(C)C)C2C=CC=CC=2N=N1. (5) Given the product [Cl:1][C:2]([Cl:9])([Cl:8])[CH2:3][O:4][C:5]([NH:14][C@H:13]([C@H:15]([C@@H:17]([C@@H:19]([CH2:21][OH:22])[OH:20])[OH:18])[OH:16])[CH:12]=[O:11])=[O:6], predict the reactants needed to synthesize it. The reactants are: [Cl:1][C:2]([Cl:9])([Cl:8])[CH2:3][O:4][C:5](Cl)=[O:6].Cl.[OH:11][CH:12]1[O:20][C@H:19]([CH2:21][OH:22])[C@@H:17]([OH:18])[C@H:15]([OH:16])[C@H:13]1[NH2:14].C([O-])(O)=O.[Na+]. (6) Given the product [CH3:11][C:5]1[CH:6]=[C:7]([CH:8]=[CH:9][C:4]=1[N+:1]([O-:3])=[O:2])[O:10][CH2:14][C:15]1[N:20]=[CH:19][CH:18]=[CH:17][N:16]=1, predict the reactants needed to synthesize it. The reactants are: [N+:1]([C:4]1[C:5]([CH3:11])=[CH:6][C:7]([OH:10])=[CH:8][CH:9]=1)([O-:3])=[O:2].Cl.Cl[CH2:14][C:15]1[N:20]=[CH:19][CH:18]=[CH:17][N:16]=1.C(=O)([O-])[O-].[K+].[K+]. (7) Given the product [Cl:5][C:4]([Cl:7])([Cl:6])[C:3]1[NH:15][C:10]2[CH:9]=[CH:14][CH:13]=[CH:12][C:1]=2[N:2]=1, predict the reactants needed to synthesize it. The reactants are: [CH3:1][NH:2][C:3](=O)[C:4]([Cl:7])([Cl:6])[Cl:5].[C:9]1(N)[CH:14]=[CH:13][CH:12]=C[C:10]=1[NH2:15].O. (8) The reactants are: [CH3:1][C:2]([C:15]1[CH:20]=[CH:19][CH:18]=[CH:17][C:16]=1[Cl:21])([N:6]1[CH2:11][CH2:10][C:9]2[S:12][CH:13]=[CH:14][C:8]=2[CH2:7]1)[C:3]([O-:5])=[O:4].[OH:22][S:23]([OH:26])(=[O:25])=[O:24]. Given the product [S:23](=[O:24])(=[O:22])([OH:26])[OH:25].[CH3:1][C:2]([C:15]1[CH:20]=[CH:19][CH:18]=[CH:17][C:16]=1[Cl:21])([N:6]1[CH2:11][CH2:10][C:9]2[S:12][CH:13]=[CH:14][C:8]=2[CH2:7]1)[C:3]([OH:5])=[O:4], predict the reactants needed to synthesize it.